From a dataset of Forward reaction prediction with 1.9M reactions from USPTO patents (1976-2016). Predict the product of the given reaction. Given the reactants [N:1]([C:38]([CH2:40][O:41][CH2:42][C:43]([OH:45])=O)=[O:39])([CH2:20][CH2:21][CH2:22][CH2:23][CH2:24][CH2:25][CH2:26][CH2:27][CH2:28][CH2:29][CH2:30][CH2:31][CH2:32][CH2:33][CH2:34][CH2:35][CH2:36][CH3:37])[CH2:2][CH2:3][CH2:4][CH2:5][CH2:6][CH2:7][CH2:8][CH2:9][CH2:10][CH2:11][CH2:12][CH2:13][CH2:14][CH2:15][CH2:16][CH2:17][CH2:18][CH3:19].Cl.CN(C)CCCN=C=NCC.[NH2:58][CH2:59][C:60]([NH:62][CH2:63][C:64]([O:66][CH2:67][C:68]1[CH:73]=[CH:72][CH:71]=[CH:70][CH:69]=1)=[O:65])=[O:61].CC1C=CC(S(O)(=O)=O)=CC=1, predict the reaction product. The product is: [N:1]([C:38]([CH2:40][O:41][CH2:42][C:43]([NH:58][CH2:59][C:60]([NH:62][CH2:63][C:64]([O:66][CH2:67][C:68]1[CH:69]=[CH:70][CH:71]=[CH:72][CH:73]=1)=[O:65])=[O:61])=[O:45])=[O:39])([CH2:2][CH2:3][CH2:4][CH2:5][CH2:6][CH2:7][CH2:8][CH2:9][CH2:10][CH2:11][CH2:12][CH2:13][CH2:14][CH2:15][CH2:16][CH2:17][CH2:18][CH3:19])[CH2:20][CH2:21][CH2:22][CH2:23][CH2:24][CH2:25][CH2:26][CH2:27][CH2:28][CH2:29][CH2:30][CH2:31][CH2:32][CH2:33][CH2:34][CH2:35][CH2:36][CH3:37].